This data is from Full USPTO retrosynthesis dataset with 1.9M reactions from patents (1976-2016). The task is: Predict the reactants needed to synthesize the given product. (1) Given the product [CH3:1][NH:2][C@H:10]([C:11]([NH:12][C@@H:13]1[C@@H:20]2[C@@H:16]([CH2:17][N:18]([C:21]3[CH:26]=[CH:25][CH:24]=[CH:23][C:22]=3[C:27]([F:28])([F:30])[F:29])[CH2:19]2)[CH2:15][CH2:14]1)=[O:31])[CH2:32][CH:33]([CH3:35])[CH3:34], predict the reactants needed to synthesize it. The reactants are: [CH3:1][N:2]([C@@H:10]([CH2:32][CH:33]([CH3:35])[CH3:34])[C:11](=[O:31])[NH:12][C@@H:13]1[C@@H:20]2[C@@H:16]([CH2:17][N:18]([C:21]3[CH:26]=[CH:25][CH:24]=[CH:23][C:22]=3[C:27]([F:30])([F:29])[F:28])[CH2:19]2)[CH2:15][CH2:14]1)C(=O)OC(C)(C)C.O1CCOCC1. (2) The reactants are: FC(F)(F)C(O)=O.[NH2:8][CH2:9][CH2:10][C:11]1[N:16]=[C:15]([C:17]2[S:18][C:19]3[CH:27]=[CH:26][CH:25]=[CH:24][C:20]=3[C:21](=[O:23])[N:22]=2)[CH:14]=[CH:13][CH:12]=1.C(=O)([O-])[O-].[K+].[K+].[CH2:34]([N:36]([CH2:40][CH3:41])[C:37](Cl)=[O:38])[CH3:35]. Given the product [CH2:34]([N:36]([CH2:40][CH3:41])[C:37]([NH:8][CH2:9][CH2:10][C:11]1[CH:12]=[CH:13][CH:14]=[C:15]([C:17]2[S:18][C:19]3[CH:27]=[CH:26][CH:25]=[CH:24][C:20]=3[C:21](=[O:23])[N:22]=2)[N:16]=1)=[O:38])[CH3:35], predict the reactants needed to synthesize it. (3) Given the product [C:1]([C:3]1[C:4]([C:18]2[CH:19]=[CH:20][C:21]([N+:24]([O-:26])=[O:25])=[CH:22][CH:23]=2)=[N:5][S:6][C:7]=1[NH:8][C:9]([NH:36][CH2:35][CH2:34][CH2:33][N:30]1[CH2:31][CH2:32][O:27][CH2:28][CH2:29]1)=[O:17])#[N:2], predict the reactants needed to synthesize it. The reactants are: [C:1]([C:3]1[C:4]([C:18]2[CH:23]=[CH:22][C:21]([N+:24]([O-:26])=[O:25])=[CH:20][CH:19]=2)=[N:5][S:6][C:7]=1[NH:8][C:9](=[O:17])OC1C=CC=CC=1)#[N:2].[O:27]1[CH2:32][CH2:31][N:30]([CH2:33][CH2:34][CH2:35][NH2:36])[CH2:29][CH2:28]1. (4) Given the product [CH2:13]([C@H:12]1[CH2:17][O:18][C:10](=[O:19])[CH2:11]1)[CH2:14][CH2:15][CH3:16], predict the reactants needed to synthesize it. The reactants are: C1([C@@H](N[C:10](=[O:19])[CH2:11][C@H:12]([CH2:17][OH:18])[CH2:13][CH2:14][CH2:15][CH3:16])C)C=CC=CC=1. (5) The reactants are: [CH3:1][O:2][C:3]1[CH:4]=[C:5]([C:9](=[O:27])[C:10](=[CH:14][C:15]2[CH:16]=[CH:17][CH:18]=[C:19]3[C:24]=2[O:23][C:22]([CH3:25])=[CH:21][C:20]3=[O:26])[C:11](=O)[CH3:12])[CH:6]=[CH:7][CH:8]=1.[NH2:28]/[C:29](/[CH3:36])=[CH:30]\[C:31]([O:33][CH2:34][CH3:35])=[O:32]. Given the product [CH3:1][O:2][C:3]1[CH:4]=[C:5]([CH:6]=[CH:7][CH:8]=1)[C:9]([C:10]1[CH:14]([C:15]2[CH:16]=[CH:17][CH:18]=[C:19]3[C:24]=2[O:23][C:22]([CH3:25])=[CH:21][C:20]3=[O:26])[C:30]([C:31]([O:33][CH2:34][CH3:35])=[O:32])=[C:29]([CH3:36])[NH:28][C:11]=1[CH3:12])=[O:27], predict the reactants needed to synthesize it. (6) Given the product [NH2:10][C@@H:9]1[CH2:8][CH2:7][N:6]([C:24]([O:26][CH2:27][C:28]2[CH:33]=[CH:32][CH:31]=[CH:30][CH:29]=2)=[O:25])[CH2:5][C@@H:4]1[N:1]=[N+:2]=[N-:3], predict the reactants needed to synthesize it. The reactants are: [N:1]([C@@H:4]1[C@H:9]([N:10]=C(C2C=CC=CC=2)C2C=CC=CC=2)[CH2:8][CH2:7][N:6]([C:24]([O:26][CH2:27][C:28]2[CH:33]=[CH:32][CH:31]=[CH:30][CH:29]=2)=[O:25])[CH2:5]1)=[N+:2]=[N-:3].CC1C=CC(S([O-])(=O)=O)=CC=1.C1C=C[NH+]=CC=1.CCOC(C)=O.C(C1C=CC=CC=1)(=O)C1C=CC=CC=1. (7) Given the product [F:1][C:2]1[CH:3]=[C:4]([CH2:21][CH2:22][C:23]([OH:25])=[O:24])[CH:5]=[CH:6][C:7]=1[O:8][CH2:9][C:10]1[CH:15]=[CH:14][CH:13]=[C:12]([O:16][CH2:17][C:18](=[O:20])[CH3:19])[CH:11]=1, predict the reactants needed to synthesize it. The reactants are: [F:1][C:2]1[CH:3]=[C:4]([CH2:21][CH2:22][C:23]([O:25]CC)=[O:24])[CH:5]=[CH:6][C:7]=1[O:8][CH2:9][C:10]1[CH:15]=[CH:14][CH:13]=[C:12]([O:16][CH2:17][C:18](=[O:20])[CH3:19])[CH:11]=1.O.[OH-].[Li+].Cl. (8) Given the product [NH:21]1[C:22]2[CH:27]=[CH:26][CH:25]=[CH:24][C:23]=2[N:28]=[C:4]1[C:3]1[C:2]([NH2:1])=[N:10][CH:9]=[CH:8][CH:7]=1, predict the reactants needed to synthesize it. The reactants are: [NH2:1][C:2]1[N:10]=[CH:9][CH:8]=[CH:7][C:3]=1[C:4](O)=O.[NH2:1][C:2]1[C:3]([C:4](O)=O)=[CH:7][CH:8]=[CH:9][N:10]=1.[NH2:21][C:22]1[CH:27]=[CH:26][CH:25]=[CH:24][C:23]=1[NH2:28].